From a dataset of Forward reaction prediction with 1.9M reactions from USPTO patents (1976-2016). Predict the product of the given reaction. Given the reactants C[O:2][C:3]1[CH:8]=[CH:7][N:6]=[CH:5][CH:4]=1.[CH2:9]([Mg]Cl)[CH2:10][C:11]1[CH:16]=[CH:15][CH:14]=[CH:13][CH:12]=1.Cl[C:20]([O:22][CH3:23])=[O:21].Cl, predict the reaction product. The product is: [O:2]=[C:3]1[CH:8]=[CH:7][N:6]([C:20]([O:22][CH3:23])=[O:21])[CH:5]([CH2:9][CH2:10][C:11]2[CH:16]=[CH:15][CH:14]=[CH:13][CH:12]=2)[CH2:4]1.